Dataset: Catalyst prediction with 721,799 reactions and 888 catalyst types from USPTO. Task: Predict which catalyst facilitates the given reaction. (1) Reactant: NN.[F:3][C:4]1[N:9]=[CH:8][C:7]([O:10][CH2:11][CH2:12][N:13]2C(=O)C3C(=CC=CC=3)C2=O)=[C:6]([I:24])[CH:5]=1. Product: [F:3][C:4]1[N:9]=[CH:8][C:7]([O:10][CH2:11][CH2:12][NH2:13])=[C:6]([I:24])[CH:5]=1. The catalyst class is: 8. (2) Reactant: [Br:1]N1C(=O)CCC1=O.[CH:9]1[C:14]2=[C:15]3[C:24](=[CH:25][CH:26]=[C:13]2[C:12]([C:27]2[CH:34]=[CH:33][C:30]([CH:31]=[O:32])=[CH:29][CH:28]=2)=[CH:11][CH:10]=1)[CH:23]=[C:22]1[C:17]([CH:18]=[CH:19][CH:20]=[CH:21]1)=[CH:16]3.C(O)C. Product: [Br:1][C:23]1[C:24]2[C:15]([CH:16]=[C:17]3[C:22]=1[CH:21]=[CH:20][CH:19]=[CH:18]3)=[C:14]1[CH:9]=[CH:10][CH:11]=[C:12]([C:27]3[CH:28]=[CH:29][C:30]([CH:31]=[O:32])=[CH:33][CH:34]=3)[C:13]1=[CH:26][CH:25]=2. The catalyst class is: 3. (3) The catalyst class is: 18. Product: [Br:1][C:2]1[C:11]2[O:10][CH2:9][CH:8]([C:12]3[CH:17]=[CH:16][CH:15]=[CH:14][CH:13]=3)[N:7]3[C:18](=[O:20])[N:19]([CH2:23][CH2:24][N:25]4[CH2:30][CH2:29][O:28][CH2:27][CH2:26]4)[C:5]([C:6]=23)=[CH:4][CH:3]=1. Reactant: [Br:1][C:2]1[C:11]2[O:10][CH2:9][CH:8]([C:12]3[CH:17]=[CH:16][CH:15]=[CH:14][CH:13]=3)[N:7]3[C:18](=[O:20])[NH:19][C:5]([C:6]=23)=[CH:4][CH:3]=1.Cl.Cl[CH2:23][CH2:24][N:25]1[CH2:30][CH2:29][O:28][CH2:27][CH2:26]1.[H-].[Na+].CCOC(C)=O. (4) Reactant: Br[C:2]1[CH:7]=[CH:6][C:5]([C:8]2([N:11]([CH2:15][CH2:16][CH3:17])[CH2:12][CH2:13][CH3:14])[CH2:10][CH2:9]2)=[CH:4][CH:3]=1.[CH3:18][Si:19]([C:22]#[CH:23])([CH3:21])[CH3:20]. Product: [CH2:12]([N:11]([CH2:15][CH2:16][CH3:17])[C:8]1([C:5]2[CH:6]=[CH:7][C:2]([C:23]#[C:22][Si:19]([CH3:21])([CH3:20])[CH3:18])=[CH:3][CH:4]=2)[CH2:10][CH2:9]1)[CH2:13][CH3:14]. The catalyst class is: 337. (5) Reactant: [F:1][CH:2]1[CH:7]([OH:8])[CH2:6][CH2:5][N:4]([C:9]([O:11][C:12]([CH3:15])([CH3:14])[CH3:13])=[O:10])[CH2:3]1.C(N(CC)CC)C.[CH3:23][S:24](Cl)(=[O:26])=[O:25]. Product: [F:1][C@H:2]1[C@H:7]([O:8][S:24]([CH3:23])(=[O:26])=[O:25])[CH2:6][CH2:5][N:4]([C:9]([O:11][C:12]([CH3:15])([CH3:14])[CH3:13])=[O:10])[CH2:3]1. The catalyst class is: 2.